This data is from hERG potassium channel inhibition data for cardiac toxicity prediction from Karim et al.. The task is: Regression/Classification. Given a drug SMILES string, predict its toxicity properties. Task type varies by dataset: regression for continuous values (e.g., LD50, hERG inhibition percentage) or binary classification for toxic/non-toxic outcomes (e.g., AMES mutagenicity, cardiotoxicity, hepatotoxicity). Dataset: herg_karim. The drug is Cc1cc(C#N)cc(C)c1Oc1nc(Nc2ccc(C#N)cc2)nc(N)c1Br. The result is 0 (non-blocker).